Dataset: Reaction yield outcomes from USPTO patents with 853,638 reactions. Task: Predict the reaction yield, written as a fraction of the theoretical maximum amount of product (1.0 means a 100% yield; for example, 0.34 means a 34% yield). (1) The reactants are C1(C2C=CC=CC=2)C=CC=CC=1.C(OC(=O)N[CH:20]1[CH2:25][CH2:24][N:23]([S:26]([C:29]2[C:34]([Cl:35])=[CH:33][CH:32]=[C:31]([NH:36][C:37]3[C:40](=[O:41])[C:39](=[O:42])[C:38]=3Cl)[C:30]=2[OH:44])(=[O:28])=[O:27])[CH2:22][CH2:21]1)(C)(C)C.[NH2:46][C:47]1[CH:52]=[CH:51][CH:50]=[CH:49][CH:48]=1.C[N:54](C=O)C. No catalyst specified. The product is [NH2:54][CH:24]1[CH2:25][CH2:20][CH2:21][CH2:22][N:23]1[S:26]([C:29]1[C:30]([OH:44])=[C:31]([NH:36][C:37]2[C:40](=[O:41])[C:39](=[O:42])[C:38]=2[NH:46][C:47]2[CH:52]=[CH:51][CH:50]=[CH:49][CH:48]=2)[CH:32]=[CH:33][C:34]=1[Cl:35])(=[O:27])=[O:28]. The yield is 0.540. (2) The reactants are N12CCCN=C1CCCCC2.Cl.[NH2:13][CH2:14][C:15]1[CH:23]=[CH:22][CH:21]=[C:20]2[C:16]=1[C:17](=[O:33])[N:18]([CH:25]1[CH2:30][CH2:29][C:28](=[O:31])[NH:27][C:26]1=[O:32])[C:19]2=[O:24].[C:34](Cl)(=[O:38])[CH2:35][CH2:36][CH3:37]. The catalyst is CC#N. The product is [O:32]=[C:26]1[CH:25]([N:18]2[C:17](=[O:33])[C:16]3[C:20](=[CH:21][CH:22]=[CH:23][C:15]=3[CH2:14][NH:13][C:34](=[O:38])[CH2:35][CH2:36][CH3:37])[C:19]2=[O:24])[CH2:30][CH2:29][C:28](=[O:31])[NH:27]1. The yield is 0.620. (3) The reactants are [CH2:1]([O:3][C:4]1[C:9]([O:10][CH3:11])=[CH:8][C:7]([C:12]2[CH:17]=[CH:16][C:15]([N:18]([CH3:42])[CH2:19][CH2:20][N:21]([C:23]3[CH:24]=[CH:25][C:26]([C:29]4[CH:34]=[C:33]([O:35][CH3:36])[C:32]([O:37][CH2:38][CH3:39])=[C:31]([O:40][CH3:41])[CH:30]=4)=[N:27][CH:28]=3)[CH3:22])=[CH:14][N:13]=2)=[CH:6][C:5]=1[O:43][CH3:44])[CH3:2].[CH3:45][S:46]([OH:49])(=[O:48])=[O:47]. The catalyst is CO. The product is [CH3:45][S:46]([OH:49])(=[O:48])=[O:47].[CH3:45][S:46]([OH:49])(=[O:48])=[O:47].[CH2:38]([O:37][C:32]1[C:31]([O:40][CH3:41])=[CH:30][C:29]([C:26]2[CH:25]=[CH:24][C:23]([N:21]([CH3:22])[CH2:20][CH2:19][N:18]([C:15]3[CH:16]=[CH:17][C:12]([C:7]4[CH:8]=[C:9]([O:10][CH3:11])[C:4]([O:3][CH2:1][CH3:2])=[C:5]([O:43][CH3:44])[CH:6]=4)=[N:13][CH:14]=3)[CH3:42])=[CH:28][N:27]=2)=[CH:34][C:33]=1[O:35][CH3:36])[CH3:39]. The yield is 0.540. (4) The reactants are [OH:1][C:2]1[CH:7]=[CH:6][C:5]([C:8]2[CH:13]=[CH:12][C:11]([N:14]3[C:18]([CH3:20])([CH3:19])[C:17](=[O:21])[N:16]([C:22]4[CH:23]=[C:24]([C:30]([F:33])([F:32])[F:31])[C:25]([C:28]#[N:29])=[N:26][CH:27]=4)[C:15]3=[S:34])=[CH:10][CH:9]=2)=[CH:4][CH:3]=1.CC1C=CC(S(O[CH2:46][CH2:47][CH2:48][CH2:49][O:50][CH2:51][C:52]([O:54][C:55]([CH3:58])([CH3:57])[CH3:56])=[O:53])(=O)=O)=CC=1.C(=O)([O-])[O-].[K+].[K+]. The catalyst is CN(C)C=O.O. The product is [C:28]([C:25]1[N:26]=[CH:27][C:22]([N:16]2[C:17](=[O:21])[C:18]([CH3:19])([CH3:20])[N:14]([C:11]3[CH:10]=[CH:9][C:8]([C:5]4[CH:4]=[CH:3][C:2]([O:1][CH2:46][CH2:47][CH2:48][CH2:49][O:50][CH2:51][C:52]([O:54][C:55]([CH3:56])([CH3:58])[CH3:57])=[O:53])=[CH:7][CH:6]=4)=[CH:13][CH:12]=3)[C:15]2=[S:34])=[CH:23][C:24]=1[C:30]([F:31])([F:33])[F:32])#[N:29]. The yield is 0.980. (5) The reactants are [Cl:1][C:2]1[CH:7]=[CH:6][N:5]2[N:8]=[CH:9][CH:10]=[C:4]2[N:3]=1.O=P(Cl)(Cl)Cl.[OH-].[Na+].CN([CH:21]=[O:22])C. No catalyst specified. The product is [Cl:1][C:2]1[CH:7]=[CH:6][N:5]2[N:8]=[CH:9][C:10]([CH:21]=[O:22])=[C:4]2[N:3]=1. The yield is 0.700.